This data is from Reaction yield outcomes from USPTO patents with 853,638 reactions. The task is: Predict the reaction yield, written as a fraction of the theoretical maximum amount of product (1.0 means a 100% yield; for example, 0.34 means a 34% yield). (1) The reactants are Cl[C:2]1[N:7]=[CH:6][N:5]=[C:4]([NH:8][CH2:9][CH:10]2[CH2:12][CH2:11]2)[CH:3]=1.[C:13]([O:17][C:18]([NH:20][CH2:21][C:22]1[CH:27]=[CH:26][C:25](B(O)O)=[CH:24][CH:23]=1)=[O:19])([CH3:16])([CH3:15])[CH3:14].C(=O)([O-])[O-].[K+].[K+].[OH-].[Na+]. The catalyst is C1(C)C=CC=CC=1.O.C1C=CC([P]([Pd]([P](C2C=CC=CC=2)(C2C=CC=CC=2)C2C=CC=CC=2)([P](C2C=CC=CC=2)(C2C=CC=CC=2)C2C=CC=CC=2)[P](C2C=CC=CC=2)(C2C=CC=CC=2)C2C=CC=CC=2)(C2C=CC=CC=2)C2C=CC=CC=2)=CC=1.C(O)C. The product is [CH:10]1([CH2:9][NH:8][C:4]2[N:5]=[CH:6][N:7]=[C:2]([C:25]3[CH:26]=[CH:27][C:22]([CH2:21][NH:20][C:18]([O:17][C:13]([CH3:14])([CH3:16])[CH3:15])=[O:19])=[CH:23][CH:24]=3)[CH:3]=2)[CH2:12][CH2:11]1. The yield is 0.380. (2) The catalyst is C1COCC1.CO. The product is [NH2:2][CH2:1][C@@H:3]([NH:7][C:8]([C:10]1[S:26][C:13]2=[N:14][C:15]3[CH2:16][CH2:17][CH:18]([C:22]([CH3:23])([CH3:25])[CH3:24])[CH2:19][C:20]=3[CH:21]=[C:12]2[CH:11]=1)=[O:9])[CH:4]([CH3:5])[CH3:6]. The yield is 0.620. The reactants are [C:1]([C@@H:3]([NH:7][C:8]([C:10]1[S:26][C:13]2=[N:14][C:15]3[CH2:16][CH2:17][CH:18]([C:22]([CH3:25])([CH3:24])[CH3:23])[CH2:19][C:20]=3[CH:21]=[C:12]2[CH:11]=1)=[O:9])[CH:4]([CH3:6])[CH3:5])#[N:2].[BH4-].[Na+].